Dataset: Forward reaction prediction with 1.9M reactions from USPTO patents (1976-2016). Task: Predict the product of the given reaction. (1) Given the reactants [NH:1]1[CH2:5][CH2:4][CH2:3][CH2:2]1.Cl[CH2:7][C:8]([NH:10][C:11]1[CH:16]=[CH:15][C:14]([I:17])=[CH:13][CH:12]=1)=[O:9], predict the reaction product. The product is: [I:17][C:14]1[CH:13]=[CH:12][C:11]([NH:10][C:8](=[O:9])[CH2:7][N:1]2[CH2:5][CH2:4][CH2:3][CH2:2]2)=[CH:16][CH:15]=1. (2) The product is: [CH2:1]([O:8][C:9](=[O:18])[NH:10][C@H:11]1[CH2:16][CH2:15][C@@H:14]([NH:17][C:20]2[CH:29]=[C:28]([CH3:30])[C:27]3[C:22](=[CH:23][CH:24]=[CH:25][CH:26]=3)[N:21]=2)[CH2:13][CH2:12]1)[C:2]1[CH:3]=[CH:4][CH:5]=[CH:6][CH:7]=1. Given the reactants [CH2:1]([O:8][C:9](=[O:18])[NH:10][C@H:11]1[CH2:16][CH2:15][C@@H:14]([NH2:17])[CH2:13][CH2:12]1)[C:2]1[CH:7]=[CH:6][CH:5]=[CH:4][CH:3]=1.Cl[C:20]1[CH:29]=[C:28]([CH3:30])[C:27]2[C:22](=[CH:23][CH:24]=[CH:25][CH:26]=2)[N:21]=1, predict the reaction product. (3) Given the reactants [NH2:1][C:2]1[CH:3]=[C:4]([CH:8]2[CH2:13][CH2:12][N:11]([C:14](OC(C)(C)C)=O)[CH2:10][CH2:9]2)[CH:5]=[CH:6][CH:7]=1.[H-].[Al+3].[Li+].[H-].[H-].[H-], predict the reaction product. The product is: [CH3:14][N:11]1[CH2:12][CH2:13][CH:8]([C:4]2[CH:3]=[C:2]([NH2:1])[CH:7]=[CH:6][CH:5]=2)[CH2:9][CH2:10]1. (4) Given the reactants [CH3:1][O:2][C:3]1[CH:4]=[C:5](/[CH:16]=[CH:17]/[C:18]([C:20]2[CH:25]=[CH:24][C:23]([NH:26][S:27]([CH3:30])(=[O:29])=[O:28])=[CH:22][CH:21]=2)=[O:19])[CH:6]=[C:7]([C:11]2[S:12][CH:13]=[CH:14][CH:15]=2)[C:8]=1[O:9][CH3:10].[C:31](=O)([O-])[O-].[K+].[K+].CI, predict the reaction product. The product is: [CH3:1][O:2][C:3]1[CH:4]=[C:5](/[CH:16]=[CH:17]/[C:18]([C:20]2[CH:25]=[CH:24][C:23]([N:26]([CH3:31])[S:27]([CH3:30])(=[O:28])=[O:29])=[CH:22][CH:21]=2)=[O:19])[CH:6]=[C:7]([C:11]2[S:12][CH:13]=[CH:14][CH:15]=2)[C:8]=1[O:9][CH3:10]. (5) Given the reactants Cl.[Br:2][C:3]1[C:20]([Br:21])=[CH:19][C:6]2[N:7](C(C)C)[C:8]([N:10]3[CH2:15][CH2:14][NH:13][CH2:12][CH2:11]3)=[N:9][C:5]=2[C:4]=1[N+:22]([O-:24])=[O:23].[C:25](N1CCNCC1)([O:27][C:28]([CH3:31])([CH3:30])[CH3:29])=[O:26], predict the reaction product. The product is: [Br:2][C:3]1[C:20]([Br:21])=[CH:19][C:6]2[NH:7][C:8]([N:10]3[CH2:11][CH2:12][N:13]([C:25]([O:27][C:28]([CH3:31])([CH3:30])[CH3:29])=[O:26])[CH2:14][CH2:15]3)=[N:9][C:5]=2[C:4]=1[N+:22]([O-:24])=[O:23]. (6) Given the reactants [CH3:1][S:2](Cl)(=[O:4])=[O:3].[C:6]1([C:12]([C:22]2[CH:27]=[CH:26][CH:25]=[CH:24][CH:23]=2)=[N:13][NH:14][C:15](=[O:21])[CH2:16][CH2:17][CH:18]([OH:20])[CH3:19])[CH:11]=[CH:10][CH:9]=[CH:8][CH:7]=1.N1C=CC=CC=1.C(OCC)(=O)C.O, predict the reaction product. The product is: [CH3:1][S:2]([O:20][CH:18]([CH2:17][CH2:16][C:15]([NH:14][N:13]=[C:12]([C:22]1[CH:27]=[CH:26][CH:25]=[CH:24][CH:23]=1)[C:6]1[CH:7]=[CH:8][CH:9]=[CH:10][CH:11]=1)=[O:21])[CH3:19])(=[O:4])=[O:3]. (7) Given the reactants [Cl:1][C:2]1[CH:3]=[CH:4][C:5]([I:11])=[C:6]([CH:10]=1)[C:7](O)=[O:8].S(Cl)(Cl)=O.ClC1C=CC(I)=C(C=1)[C:22](Cl)=[O:23].[N:27]1C=CC=C[CH:28]=1, predict the reaction product. The product is: [Cl:1][C:2]1[CH:3]=[CH:4][C:5]([I:11])=[C:6]([CH:10]=1)[C:7]([N:27]([O:23][CH3:22])[CH3:28])=[O:8].